This data is from Catalyst prediction with 721,799 reactions and 888 catalyst types from USPTO. The task is: Predict which catalyst facilitates the given reaction. (1) Reactant: [C:1]([O:5][C:6]([C:8]1[CH:9]=[C:10](Br)[CH:11]=[C:12]2[C:17]=1[O:16][C:15]([CH3:19])([CH3:18])[CH2:14][C:13]2([CH3:21])[CH3:20])=[O:7])([CH3:4])([CH3:3])[CH3:2].C(N(CC)CC)C.[CH3:30][Si:31]([C:34]#[CH:35])([CH3:33])[CH3:32].C(OCC)(=O)C. Product: [C:1]([O:5][C:6]([C:8]1[CH:9]=[C:10]([C:35]#[C:34][Si:31]([CH3:33])([CH3:32])[CH3:30])[CH:11]=[C:12]2[C:17]=1[O:16][C:15]([CH3:19])([CH3:18])[CH2:14][C:13]2([CH3:21])[CH3:20])=[O:7])([CH3:4])([CH3:3])[CH3:2]. The catalyst class is: 730. (2) Reactant: [Br:1][C:2]1[CH:3]=[C:4]([F:9])[C:5](Cl)=[N:6][CH:7]=1.[Na+].[I-:11].Cl[Si](C)(C)C. Product: [Br:1][C:2]1[CH:3]=[C:4]([F:9])[C:5]([I:11])=[N:6][CH:7]=1. The catalyst class is: 23. (3) Reactant: N[C:2]1[CH:3]=[C:4]([CH:8]=[CH:9][C:10]=1[C:11]([F:14])([F:13])[F:12])[C:5]([OH:7])=[O:6].[I:15]C(I)I.N(OCCCC)=O. Product: [I:15][C:2]1[CH:3]=[C:4]([CH:8]=[CH:9][C:10]=1[C:11]([F:14])([F:13])[F:12])[C:5]([OH:7])=[O:6]. The catalyst class is: 1. (4) Reactant: [CH2:1]([O:3][C:4](=[O:12])[C:5]1[CH:10]=[CH:9][C:8]([NH2:11])=[CH:7][CH:6]=1)[CH3:2].[F:13][C:14]1[CH:15]=[C:16]([CH:19]=[C:20]([F:22])[CH:21]=1)[CH:17]=O. Product: [CH2:1]([O:3][C:4](=[O:12])[C:5]1[CH:10]=[CH:9][C:8]([N:11]=[CH:17][C:16]2[CH:15]=[C:14]([F:13])[CH:21]=[C:20]([F:22])[CH:19]=2)=[CH:7][CH:6]=1)[CH3:2]. The catalyst class is: 8. (5) Reactant: [NH2:1][C:2]([NH2:4])=[S:3].CO[C:7](OC)([N:9]([CH3:11])[CH3:10])[CH3:8].[CH2:14]1COCC1.IC. Product: [CH3:10][N:9]([CH3:11])[C:7](=[N:1][C:2](=[NH:4])[S:3][CH3:14])[CH3:8]. The catalyst class is: 2. (6) Reactant: [OH-].[Na+].[N:3]1[N:7]2[CH:8]=[CH:9][CH:10]=[N:11][C:6]2=[C:5]([C:12]2[CH:22]=[C:21]([NH:23][CH:24]3[CH2:29][CH2:28][O:27][CH2:26][CH2:25]3)[C:15]([C:16]([O:18]CC)=[O:17])=[CH:14][N:13]=2)[CH:4]=1. Product: [N:3]1[N:7]2[CH:8]=[CH:9][CH:10]=[N:11][C:6]2=[C:5]([C:12]2[CH:22]=[C:21]([NH:23][CH:24]3[CH2:25][CH2:26][O:27][CH2:28][CH2:29]3)[C:15]([C:16]([OH:18])=[O:17])=[CH:14][N:13]=2)[CH:4]=1. The catalyst class is: 8. (7) Reactant: Cl.[CH3:2][O:3][C:4](=[O:11])[C@H:5]([CH2:7][CH:8]([CH3:10])[CH3:9])[NH2:6].[N:12]1[CH:17]=CC=CC=1.C(Cl)(Cl)=[O:19].C1(C)C=CC=CC=1.Cl. Product: [CH3:2][O:3][C:4](=[O:11])[C@:5]([N:12]=[C:17]=[O:19])([CH2:7][CH:8]([CH3:10])[CH3:9])[NH2:6]. The catalyst class is: 2. (8) Reactant: Cl[C:2]1[C:7]([N+:8]([O-:10])=[O:9])=[C:6]([Cl:11])[CH:5]=[CH:4][N:3]=1.CCN(CC)CC.[CH3:19][O:20][CH2:21][C@H:22]([NH2:25])[CH2:23][CH3:24]. Product: [Cl:11][C:6]1[CH:5]=[CH:4][N:3]=[C:2]([NH:25][C@@H:22]([CH2:21][O:20][CH3:19])[CH2:23][CH3:24])[C:7]=1[N+:8]([O-:10])=[O:9]. The catalyst class is: 14. (9) Reactant: [CH2:1](Br)[C:2]1[CH:7]=[CH:6][CH:5]=[CH:4][CH:3]=1.[OH:9][C:10]1[CH:11]=[C:12]([CH:16]=[CH:17][C:18]=1[I:19])[C:13]([OH:15])=[O:14].C([O-])([O-])=O.[K+].[K+].[OH-].[Na+]. Product: [CH2:1]([O:9][C:10]1[CH:11]=[C:12]([CH:16]=[CH:17][C:18]=1[I:19])[C:13]([OH:15])=[O:14])[C:2]1[CH:7]=[CH:6][CH:5]=[CH:4][CH:3]=1. The catalyst class is: 21. (10) Reactant: CC1C=CC(S(O[CH2:12][C@@H:13]2[O:18][C:17]3[CH:19]=[C:20]([S:24]([CH3:27])(=[O:26])=[O:25])[CH:21]=[C:22]([Cl:23])[C:16]=3[O:15][CH2:14]2)(=O)=O)=CC=1.[NH:28]1[CH2:32][CH2:31][CH2:30][CH2:29]1. Product: [Cl:23][C:22]1[C:16]2[O:15][CH2:14][C@H:13]([CH2:12][N:28]3[CH2:32][CH2:31][CH2:30][CH2:29]3)[O:18][C:17]=2[CH:19]=[C:20]([S:24]([CH3:27])(=[O:25])=[O:26])[CH:21]=1. The catalyst class is: 10.